Task: Predict the reactants needed to synthesize the given product.. Dataset: Full USPTO retrosynthesis dataset with 1.9M reactions from patents (1976-2016) (1) Given the product [CH2:1]([N:4]1[C@@H:13]2[C@H:8]([C:9]3[CH:17]=[CH:16][C:15]([NH:18][S:28]([C:25]4[CH:26]=[CH:27][C:22]([CH:19]([CH3:21])[CH3:20])=[CH:23][CH:24]=4)(=[O:30])=[O:29])=[CH:14][C:10]=3[CH2:11][CH2:12]2)[CH2:7][CH2:6][CH2:5]1)[CH:2]=[CH2:3], predict the reactants needed to synthesize it. The reactants are: [CH2:1]([N:4]1[C@@H:13]2[C@H:8]([C:9]3[CH:17]=[CH:16][C:15]([NH2:18])=[CH:14][C:10]=3[CH2:11][CH2:12]2)[CH2:7][CH2:6][CH2:5]1)[CH:2]=[CH2:3].[CH:19]([C:22]1[CH:27]=[CH:26][C:25]([S:28](Cl)(=[O:30])=[O:29])=[CH:24][CH:23]=1)([CH3:21])[CH3:20].Cl. (2) Given the product [F:13][C:11]1([F:14])[CH2:12][NH:8][C@H:9]([C:15]([OH:17])=[O:16])[CH2:10]1, predict the reactants needed to synthesize it. The reactants are: C(OC([N:8]1[CH2:12][C:11]([F:14])([F:13])[CH2:10][C@H:9]1[C:15]([OH:17])=[O:16])=O)(C)(C)C.C(O)(C(F)(F)F)=O.